The task is: Predict the product of the given reaction.. This data is from Forward reaction prediction with 1.9M reactions from USPTO patents (1976-2016). (1) Given the reactants [Cl-].O[NH3+:3].[C:4](=[O:7])([O-])[OH:5].[Na+].CS(C)=O.[OH:13][C:14]([CH3:54])([CH3:53])[CH2:15][O:16][C@H:17]1[CH2:22][CH2:21][C@H:20]([N:23]2[C:28](=[O:29])[C:27]([CH2:30][C:31]3[CH:36]=[CH:35][C:34]([C:37]4[C:38]([C:43]#[N:44])=[CH:39][CH:40]=[CH:41][CH:42]=4)=[C:33]([CH3:45])[CH:32]=3)=[C:26]([CH2:46][CH2:47][CH3:48])[N:25]3[N:49]=[C:50]([CH3:52])[N:51]=[C:24]23)[CH2:19][CH2:18]1, predict the reaction product. The product is: [OH:13][C:14]([CH3:53])([CH3:54])[CH2:15][O:16][C@H:17]1[CH2:22][CH2:21][C@H:20]([N:23]2[C:28](=[O:29])[C:27]([CH2:30][C:31]3[CH:36]=[CH:35][C:34]([C:37]4[CH:42]=[CH:41][CH:40]=[CH:39][C:38]=4[C:43]4[NH:3][C:4](=[O:7])[O:5][N:44]=4)=[C:33]([CH3:45])[CH:32]=3)=[C:26]([CH2:46][CH2:47][CH3:48])[N:25]3[N:49]=[C:50]([CH3:52])[N:51]=[C:24]23)[CH2:19][CH2:18]1. (2) Given the reactants [NH2:1][C@H:2]([C:15]([N:17]([CH2:19][C:20]([NH:22][C@H:23]([C:27]([NH:29][C@H:30]([C:39]([NH:41][C@@H:42]([C:52]([NH:54][C@H:55]([C:66]([NH:68]C(OCC1C2C(=CC=CC=2)C2C1=CC=CC=2)=O)=[O:67])[CH2:56][C:57]1[C:65]2[C:60](=[CH:61][CH:62]=[CH:63][CH:64]=2)[NH:59][CH:58]=1)=[O:53])[CH2:43][CH2:44][C:45](=[O:51])[O:46][C:47]([CH3:50])([CH3:49])[CH3:48])=[O:40])[CH2:31][C:32](=[O:38])[O:33][C:34]([CH3:37])([CH3:36])[CH3:35])=[O:28])[C@@H:24]([CH3:26])[OH:25])=[O:21])[CH3:18])=[O:16])[CH2:3][CH2:4][CH2:5][NH:6][NH:7][C:8]([O:10][C:11]([CH3:14])([CH3:13])[CH3:12])=[O:9].[NH:86]1[CH2:91][CH2:90][CH2:89][CH2:88][CH2:87]1, predict the reaction product. The product is: [CH3:91][N:86]1[CH2:87][CH2:88][CH2:89][CH2:90]1.[NH2:1][C@H:2]([C:15]([N:17]([CH2:19][C:20]([NH:22][C@H:23]([C:27]([NH:29][C@H:30]([C:39]([NH:41][C@@H:42]([C:52]([NH:54][C@H:55]([C:66]([NH2:68])=[O:67])[CH2:56][C:57]1[C:65]2[C:60](=[CH:61][CH:62]=[CH:63][CH:64]=2)[NH:59][CH:58]=1)=[O:53])[CH2:43][CH2:44][C:45](=[O:51])[O:46][C:47]([CH3:48])([CH3:49])[CH3:50])=[O:40])[CH2:31][C:32](=[O:38])[O:33][C:34]([CH3:36])([CH3:37])[CH3:35])=[O:28])[C@@H:24]([CH3:26])[OH:25])=[O:21])[CH3:18])=[O:16])[CH2:3][CH2:4][CH2:5][NH:6][NH:7][C:8]([O:10][C:11]([CH3:14])([CH3:13])[CH3:12])=[O:9]. (3) Given the reactants [N:1]([C:4]1[CH:24]=[CH:23][C:7]([O:8][C:9]2[C:14]([C:15]3[CH:20]=[CH:19][N:18]=[C:17]([S:21][CH3:22])[N:16]=3)=[CH:13][CH:12]=[CH:11][N:10]=2)=[CH:6][CH:5]=1)=[C:2]=S.C1CCC(N=C=NC2CCCCC2)CC1.[F:40][C:41]1[CH:42]=[C:43]([NH2:49])[C:44]([NH2:48])=[CH:45][C:46]=1[F:47].C1COCC1, predict the reaction product. The product is: [F:40][C:41]1[C:46]([F:47])=[CH:45][C:44]2[NH:48][C:2]([NH:1][C:4]3[CH:24]=[CH:23][C:7]([O:8][C:9]4[C:14]([C:15]5[CH:20]=[CH:19][N:18]=[C:17]([S:21][CH3:22])[N:16]=5)=[CH:13][CH:12]=[CH:11][N:10]=4)=[CH:6][CH:5]=3)=[N:49][C:43]=2[CH:42]=1. (4) Given the reactants Br[C:2]1[N:3]=[C:4]2[C:10]([C:11]([C:13]3([CH3:19])[CH2:18][CH2:17][CH2:16][CH2:15][CH2:14]3)=[O:12])=[CH:9][NH:8][C:5]2=[N:6][CH:7]=1.[C:20]([O:24][C:25]([N:27]1[CH2:32][CH2:31][N:30]([C:33]2[CH:38]=[CH:37][C:36](B3OC(C)(C)C(C)(C)O3)=[CH:35][CH:34]=2)[CH2:29][CH2:28]1)=[O:26])([CH3:23])([CH3:22])[CH3:21], predict the reaction product. The product is: [C:20]([O:24][C:25]([N:27]1[CH2:32][CH2:31][N:30]([C:33]2[CH:38]=[CH:37][C:36]([C:2]3[N:3]=[C:4]4[C:10]([C:11]([C:13]5([CH3:19])[CH2:18][CH2:17][CH2:16][CH2:15][CH2:14]5)=[O:12])=[CH:9][NH:8][C:5]4=[N:6][CH:7]=3)=[CH:35][CH:34]=2)[CH2:29][CH2:28]1)=[O:26])([CH3:23])([CH3:21])[CH3:22]. (5) Given the reactants [Cl:1][C:2]1[CH:7]=[C:6]([F:8])[C:5]([F:9])=[CH:4][C:3]=1[S:10](Cl)(=[O:12])=[O:11].S([O-])([O-])=O.[Na+].[Na+].[C:20](=O)(O)[O-].[Na+].BrCC(O)=O, predict the reaction product. The product is: [Cl:1][C:2]1[CH:7]=[C:6]([F:8])[C:5]([F:9])=[CH:4][C:3]=1[S:10]([CH3:20])(=[O:12])=[O:11]. (6) The product is: [Cl:2][C:3]1[CH:4]=[C:5]([CH:6]=[CH:7][C:8]=1[Cl:9])[CH2:10][C:11]1[NH:12][C:28]([CH2:27][O:26][C:21]2[CH:22]=[C:23]3[C:18](=[CH:19][CH:20]=2)[NH:17][C:16](=[O:15])[CH2:25][CH2:24]3)=[N:30][N:31]=1. Given the reactants I.[Cl:2][C:3]1[CH:4]=[C:5]([CH2:10][C:11](SC)=[NH:12])[CH:6]=[CH:7][C:8]=1[Cl:9].[O:15]=[C:16]1[CH2:25][CH2:24][C:23]2[C:18](=[CH:19][CH:20]=[C:21]([O:26][CH2:27][C:28]([NH:30][NH2:31])=O)[CH:22]=2)[NH:17]1.O, predict the reaction product. (7) Given the reactants [CH2:1]([O:3][CH2:4][N:5]1[C:9]2=[N:10][C:11]3[N:12]([CH3:26])[C:13](=[O:25])[N:14]([CH2:18][CH2:19][CH2:20][CH2:21][C@H:22]([OH:24])[CH3:23])[C:15](=[O:17])[C:16]=3[N:8]2[CH2:7][CH2:6]1)[CH3:2].C(O[C@@H](C)CCCCCl)(=O)C, predict the reaction product. The product is: [CH2:1]([O:3][CH2:4][N:5]1[C:9]2=[N:10][C:11]3[N:12]([CH3:26])[C:13](=[O:25])[N:14]([CH2:18][CH2:19][CH2:20][CH2:21][C@@H:22]([OH:24])[CH3:23])[C:15](=[O:17])[C:16]=3[N:8]2[CH2:7][CH2:6]1)[CH3:2]. (8) Given the reactants [CH3:1][O:2][C:3]1[CH:12]=[C:11]2[C:6]([C@H:7]([CH2:22][CH:23]=[CH:24][CH2:25][CH2:26][CH2:27][CH2:28][CH2:29][CH:30]([CH2:36][CH2:37][CH2:38][C:39]([F:45])([F:44])[C:40]([F:43])([F:42])[F:41])[C:31]([O:33][CH2:34][CH3:35])=[O:32])[C@@:8]([C:14]3[CH:19]=[CH:18][C:17]([O:20][CH3:21])=[CH:16][CH:15]=3)([CH3:13])[CH2:9][S:10]2)=[CH:5][CH:4]=1, predict the reaction product. The product is: [CH3:1][O:2][C:3]1[CH:12]=[C:11]2[C:6]([C@H:7]([CH2:22][CH2:23][CH2:24][CH2:25][CH2:26][CH2:27][CH2:28][CH2:29][CH:30]([CH2:36][CH2:37][CH2:38][C:39]([F:45])([F:44])[C:40]([F:43])([F:42])[F:41])[C:31]([O:33][CH2:34][CH3:35])=[O:32])[C@@:8]([C:14]3[CH:15]=[CH:16][C:17]([O:20][CH3:21])=[CH:18][CH:19]=3)([CH3:13])[CH2:9][S:10]2)=[CH:5][CH:4]=1. (9) Given the reactants [CH3:1][C:2]1[N:3]=[C:4]2[S:19][CH:18]=[CH:17][N:5]2[C:6](=[O:16])[C:7]=1[C:8]1[CH:15]=[CH:14][C:11]([C:12]#[N:13])=[CH:10][CH:9]=1.CO[CH:22]([CH2:34][CH3:35])[CH:23]([O:25][C:26]1[CH:33]=[CH:32][CH:31]=[CH:30][C:27]=1[CH:28]=O)C.[O-:36][CH2:37]C.[Na+].[CH2:40](O)C, predict the reaction product. The product is: [CH3:37][O:36][C:33]1[C:26]([O:25][CH2:23][CH2:22][CH2:34][CH2:35][CH3:40])=[C:27](/[CH:28]=[CH:1]/[C:2]2[N:3]=[C:4]3[S:19][CH:18]=[CH:17][N:5]3[C:6](=[O:16])[C:7]=2[C:8]2[CH:9]=[CH:10][C:11]([C:12]#[N:13])=[CH:14][CH:15]=2)[CH:30]=[CH:31][CH:32]=1. (10) Given the reactants [C:1]([O:5][C:6](=[O:27])[CH2:7][NH:8][C:9]1[CH:14]=[CH:13][C:12]([NH:15][S:16]([C:19]2[CH:24]=[CH:23][C:22]([F:25])=[CH:21][CH:20]=2)(=[O:18])=[O:17])=[CH:11][C:10]=1[NH2:26])([CH3:4])([CH3:3])[CH3:2].[CH:28](=O)[CH2:29][CH2:30][CH3:31], predict the reaction product. The product is: [C:1]([O:5][C:6](=[O:27])[CH2:7][N:8]1[C:9]2[CH:14]=[CH:13][C:12]([NH:15][S:16]([C:19]3[CH:20]=[CH:21][C:22]([F:25])=[CH:23][CH:24]=3)(=[O:18])=[O:17])=[CH:11][C:10]=2[N:26]=[C:28]1[CH2:29][CH2:30][CH3:31])([CH3:4])([CH3:2])[CH3:3].